Dataset: Catalyst prediction with 721,799 reactions and 888 catalyst types from USPTO. Task: Predict which catalyst facilitates the given reaction. (1) Reactant: Br[C:2]1[C:3]([NH:9][CH:10]2[CH2:14][CH2:13][CH2:12][CH2:11]2)=[N:4][C:5]([Cl:8])=[N:6][CH:7]=1.[CH2:15]([OH:18])[C:16]#[CH:17].O.O.O.[F-].C([N+](CCCC)(CCCC)CCCC)CCC. Product: [Cl:8][C:5]1[N:4]=[C:3]([NH:9][CH:10]2[CH2:14][CH2:13][CH2:12][CH2:11]2)[C:2]([C:17]#[C:16][CH2:15][OH:18])=[CH:7][N:6]=1. The catalyst class is: 7. (2) Reactant: [NH2:1][C:2]1[CH:3]=[CH:4][C:5]([NH:18][CH2:19][CH:20]2[CH2:25][CH2:24][N:23]([C:26]3[CH:31]=[CH:30][N:29]=[CH:28][CH:27]=3)[CH2:22][CH2:21]2)=[C:6]([CH:17]=1)[C:7]([NH:9][C:10]1[CH:15]=[CH:14][C:13]([Cl:16])=[CH:12][N:11]=1)=[O:8].C(N(C(C)C)CC)(C)C.[CH3:41][S:42]([Cl:45])(=[O:44])=[O:43]. Product: [ClH:16].[ClH:45].[Cl:16][C:13]1[CH:14]=[CH:15][C:10]([NH:9][C:7](=[O:8])[C:6]2[CH:17]=[C:2]([NH:1][S:42]([CH3:41])(=[O:44])=[O:43])[CH:3]=[CH:4][C:5]=2[NH:18][CH2:19][CH:20]2[CH2:21][CH2:22][N:23]([C:26]3[CH:27]=[CH:28][N:29]=[CH:30][CH:31]=3)[CH2:24][CH2:25]2)=[N:11][CH:12]=1. The catalyst class is: 2. (3) Reactant: [CH2:1](Cl)[C:2]1[CH:7]=[CH:6][CH:5]=[CH:4][CH:3]=1.[C-:9]#[N:10].[K+].CC[O:14][CH2:15]C.B. Product: [CH:15]([NH:10][CH2:9][CH2:1][C:2]1[CH:7]=[CH:6][CH:5]=[CH:4][CH:3]=1)=[O:14]. The catalyst class is: 783. (4) Reactant: I.[F:2][C:3]1[CH:8]=[CH:7][C:6]([F:9])=[CH:5][C:4]=1[C:10](SC)=[NH:11].N[C:15]1[C:20]([OH:21])=[CH:19][C:18]([O:22][CH3:23])=[CH:17][C:16]=1[OH:24]. Product: [F:2][C:3]1[CH:8]=[CH:7][C:6]([F:9])=[CH:5][C:4]=1[C:10]1[O:21][C:20]2[C:15](=[C:16]([OH:24])[CH:17]=[C:18]([O:22][CH3:23])[CH:19]=2)[N:11]=1. The catalyst class is: 8. (5) Reactant: [C:1]1([CH:7]([OH:10])[CH2:8][OH:9])[CH:6]=[CH:5][CH:4]=[CH:3][CH:2]=1.[CH2:11](OCC)[CH3:12].C1(C)C=CC(S(O)(=O)=O)=CC=1.C(=O)C. Product: [CH3:11][CH:12]1[O:10][CH:7]([C:1]2[CH:6]=[CH:5][CH:4]=[CH:3][CH:2]=2)[CH2:8][O:9]1. The catalyst class is: 6. (6) Reactant: [O:1]=[C:2]1[CH2:7][CH2:6][CH2:5][CH2:4][CH:3]1[C:8]([O:10][CH2:11][CH3:12])=[O:9].[CH2:13](O)[CH2:14][OH:15].C1(C)C=CC(S(O)(=O)=O)=CC=1. Product: [O:15]1[C:2]2([CH2:7][CH2:6][CH2:5][CH2:4][CH:3]2[C:8]([O:10][CH2:11][CH3:12])=[O:9])[O:1][CH2:13][CH2:14]1. The catalyst class is: 11. (7) Reactant: [H-].[Na+].[CH2:3]([O:5][C:6]([C:8]1[C:16]2[C:11](=[CH:12][CH:13]=[CH:14][CH:15]=2)[NH:10][C:9]=1[CH3:17])=[O:7])[CH3:4].[CH2:18](Br)[C:19]1[CH:24]=[CH:23][CH:22]=[CH:21][CH:20]=1. Product: [CH2:18]([N:10]1[C:11]2[C:16](=[CH:15][CH:14]=[CH:13][CH:12]=2)[C:8]([C:6]([O:5][CH2:3][CH3:4])=[O:7])=[C:9]1[CH3:17])[C:19]1[CH:24]=[CH:23][CH:22]=[CH:21][CH:20]=1. The catalyst class is: 7. (8) Reactant: [O:1]([C:8]1[CH:14]=[CH:13][C:11]([NH2:12])=[CH:10][CH:9]=1)[C:2]1[CH:7]=[CH:6][CH:5]=[CH:4][CH:3]=1.[C:15](N1C=CN=C1)(N1C=CN=C1)=[O:16].C(O[CH:30](OCC)[CH2:31][NH:32][CH:33]1[CH2:42][CH2:41][C:36]2([O:40]CCO2)[CH2:35][CH2:34]1)C.FC(F)(F)C(O)=O. Product: [O:40]=[C:36]1[CH2:35][CH2:34][CH:33]([N:32]2[CH:31]=[CH:30][N:12]([C:11]3[CH:10]=[CH:9][C:8]([O:1][C:2]4[CH:3]=[CH:4][CH:5]=[CH:6][CH:7]=4)=[CH:14][CH:13]=3)[C:15]2=[O:16])[CH2:42][CH2:41]1. The catalyst class is: 18.